Dataset: Reaction yield outcomes from USPTO patents with 853,638 reactions. Task: Predict the reaction yield, written as a fraction of the theoretical maximum amount of product (1.0 means a 100% yield; for example, 0.34 means a 34% yield). The reactants are N1C=CC=CC=1.OO.C1([Se][C@@H:16]2[CH2:20][N:19]([C:21]([O:23][CH2:24][C:25]3[CH:30]=[CH:29][CH:28]=[CH:27][CH:26]=3)=[O:22])[C@H:18]([C:31]([O:33][CH2:34][CH3:35])=[O:32])[CH2:17]2)C=CC=CC=1. The catalyst is C(Cl)Cl. The product is [N:19]1([C:21]([O:23][CH2:24][C:25]2[CH:30]=[CH:29][CH:28]=[CH:27][CH:26]=2)=[O:22])[CH2:20][CH:16]=[CH:17][C@H:18]1[C:31]([O:33][CH2:34][CH3:35])=[O:32]. The yield is 0.790.